This data is from Full USPTO retrosynthesis dataset with 1.9M reactions from patents (1976-2016). The task is: Predict the reactants needed to synthesize the given product. Given the product [CH2:1]([N:8]1[CH2:12][C@@H:11]([OH:14])[C@H:10]([OH:15])[CH2:9]1)[C:2]1[CH:3]=[CH:4][CH:5]=[CH:6][CH:7]=1, predict the reactants needed to synthesize it. The reactants are: [CH2:1]([N:8]1[C:12](=O)[C@@H:11]([OH:14])[C@H:10]([OH:15])[C:9]1=O)[C:2]1[CH:7]=[CH:6][CH:5]=[CH:4][CH:3]=1.COC(C)[O-].COC(C)[O-].[H-].[Al+3].[Na+].COCCO[AlH2-]OCCOC.[Na+].[OH-].[NH4+].